Dataset: CYP2D6 inhibition data for predicting drug metabolism from PubChem BioAssay. Task: Regression/Classification. Given a drug SMILES string, predict its absorption, distribution, metabolism, or excretion properties. Task type varies by dataset: regression for continuous measurements (e.g., permeability, clearance, half-life) or binary classification for categorical outcomes (e.g., BBB penetration, CYP inhibition). Dataset: cyp2d6_veith. (1) The molecule is N#Cc1cc2nc([O-])c([O-])nc2cc1[N+](=O)[O-].[Na+].[Na+]. The result is 0 (non-inhibitor). (2) The drug is O=C(Nc1ccc(OC(=O)c2cccnc2)cc1)c1cccnc1. The result is 0 (non-inhibitor). (3) The molecule is CCCC(=O)N1CCN(c2ccc(NC(=O)c3ccc(OCC)c([N+](=O)[O-])c3)cc2)CC1. The result is 0 (non-inhibitor). (4) The molecule is COc1ccc2[nH]cc(CCNc3cc(-c4ccoc4)ncn3)c2c1. The result is 1 (inhibitor).